Dataset: Forward reaction prediction with 1.9M reactions from USPTO patents (1976-2016). Task: Predict the product of the given reaction. (1) Given the reactants [NH2:1][C:2]1[CH:3]=[C:4]2[C:9](=[CH:10][CH:11]=1)[N:8]1[N:12]=[C:13]([C:18]3[CH:23]=[CH:22][C:21]([O:24][C:25]4[CH:30]=[CH:29][CH:28]=[CH:27][CH:26]=4)=[CH:20][CH:19]=3)[C:14]([C:15]([NH2:17])=[O:16])=[C:7]1[NH:6][C:5]2=[O:31].[C:32](Cl)(=[O:35])[CH:33]=[CH2:34], predict the reaction product. The product is: [C:32]([NH:1][C:2]1[CH:3]=[C:4]2[C:9](=[CH:10][CH:11]=1)[N:8]1[N:12]=[C:13]([C:18]3[CH:19]=[CH:20][C:21]([O:24][C:25]4[CH:30]=[CH:29][CH:28]=[CH:27][CH:26]=4)=[CH:22][CH:23]=3)[C:14]([C:15]([NH2:17])=[O:16])=[C:7]1[NH:6][C:5]2=[O:31])(=[O:35])[CH:33]=[CH2:34]. (2) Given the reactants [C:1]1([C:7]2[O:19][C:10]3=[N:11][CH:12]=[C:13]4[C:17]([NH2:18])=[N:16][NH:15][C:14]4=[C:9]3[C:8]=2[C:20]2[CH:25]=[CH:24][CH:23]=[CH:22][CH:21]=2)[CH:6]=[CH:5][CH:4]=[CH:3][CH:2]=1.[CH2:26]([N:28]=[C:29]=[O:30])[CH3:27], predict the reaction product. The product is: [C:1]1([C:7]2[O:19][C:10]3=[N:11][CH:12]=[C:13]4[C:17]([NH:18][C:29]([NH:28][CH2:26][CH3:27])=[O:30])=[N:16][NH:15][C:14]4=[C:9]3[C:8]=2[C:20]2[CH:21]=[CH:22][CH:23]=[CH:24][CH:25]=2)[CH:6]=[CH:5][CH:4]=[CH:3][CH:2]=1. (3) Given the reactants [Cl:1][C:2]1[CH:7]=[CH:6][C:5]([C:8]2[CH:13]=[CH:12][C:11]([S:14](O)(=[O:16])=[O:15])=[CH:10][CH:9]=2)=[C:4]([C:18]#[N:19])[CH:3]=1.S(Cl)([Cl:22])=O, predict the reaction product. The product is: [Cl:1][C:2]1[CH:7]=[CH:6][C:5]([C:8]2[CH:13]=[CH:12][C:11]([S:14]([Cl:22])(=[O:16])=[O:15])=[CH:10][CH:9]=2)=[C:4]([C:18]#[N:19])[CH:3]=1. (4) Given the reactants [CH3:1][O:2][CH2:3][CH2:4][O:5][CH2:6][C:7]1[CH:12]=[CH:11][C:10]([C@@H:13]2[C@@H:18]([O:19][CH2:20][C:21]3[CH:22]=[CH:23][C:24]4[O:29][CH2:28][CH2:27][N:26]([CH2:30][CH2:31][CH2:32][O:33][CH3:34])[C:25]=4[CH:35]=3)[CH2:17][N:16]([C:36]([O:38][C:39]([CH3:42])([CH3:41])[CH3:40])=[O:37])[C@@H:15]([CH2:43][C:44]([CH3:50])([C:46](=[O:49])[NH:47][CH3:48])[CH3:45])[CH2:14]2)=[CH:9][CH:8]=1.CC(C)([O-])C.[Li+].Cl[C:58]([O:60][CH:61]([Cl:63])[CH3:62])=[O:59], predict the reaction product. The product is: [Cl:63][CH:61]([O:60][C:58]([CH2:48][NH:47][C:46](=[O:49])[C:44]([CH3:50])([CH3:45])[CH2:43][C@H:15]1[CH2:14][C@H:13]([C:10]2[CH:11]=[CH:12][C:7]([CH2:6][O:5][CH2:4][CH2:3][O:2][CH3:1])=[CH:8][CH:9]=2)[C@@H:18]([O:19][CH2:20][C:21]2[CH:22]=[CH:23][C:24]3[O:29][CH2:28][CH2:27][N:26]([CH2:30][CH2:31][CH2:32][O:33][CH3:34])[C:25]=3[CH:35]=2)[CH2:17][N:16]1[C:36]([O:38][C:39]([CH3:40])([CH3:41])[CH3:42])=[O:37])=[O:59])[CH3:62]. (5) Given the reactants [CH3:1][C:2]1[CH:3]=[C:4]([CH:8]=[CH:9][C:10]=1[N+:11]([O-:13])=[O:12])[C:5]([OH:7])=[O:6].CO.[CH3:16]N(C1C=CC=CN=1)C.C1C(C(OO)=O)=CC=CC=1.BrN1C(=O)CCC1=O.Cl.[NH2:44][CH2:45][C:46]([O:48][CH2:49][CH3:50])=[O:47].C(=O)([O-])O.[Na+], predict the reaction product. The product is: [CH2:49]([O:48][C:46]([CH2:45][NH:44][CH2:1][C:2]1[CH:3]=[C:4]([CH:8]=[CH:9][C:10]=1[N+:11]([O-:13])=[O:12])[C:5]([O:7][CH3:16])=[O:6])=[O:47])[CH3:50]. (6) The product is: [F:1][C:2]1[CH:3]=[CH:4][CH:5]=[C:6]2[C:11]=1[N:10]=[CH:9][CH:8]=[C:7]2[NH:12][C:13]([NH:15][C:16]1[N:21]=[C:20]([CH:22]2[CH2:23][CH2:24][N:25]([CH:37]([CH3:39])[CH3:36])[CH2:26][CH2:27]2)[CH:19]=[CH:18][CH:17]=1)=[O:14]. Given the reactants [F:1][C:2]1[CH:3]=[CH:4][CH:5]=[C:6]2[C:11]=1[N:10]=[CH:9][CH:8]=[C:7]2[NH:12][C:13]([NH:15][C:16]1[N:21]=[C:20]([CH:22]2[CH2:27][CH2:26][NH:25][CH2:24][CH2:23]2)[CH:19]=[CH:18][CH:17]=1)=[O:14].[BH4-].[Na+].Cl.C(Cl)Cl.CO.[CH3:36][C:37]([CH3:39])=O, predict the reaction product. (7) Given the reactants [CH2:1]1[CH2:10][O:9][C:8]2[CH:7]=[CH:6][C:5]([SH:11])=[CH:4][C:3]=2[O:2]1.C(N(CC)CC)C.Br[CH2:20][C:21]1[CH:26]=[CH:25][C:24]([C:27](=[O:29])[CH3:28])=[CH:23][CH:22]=1.C(OCC)(=O)C, predict the reaction product. The product is: [O:9]1[C:8]2[CH:7]=[CH:6][C:5]([S:11][CH2:20][C:21]3[CH:26]=[CH:25][C:24]([C:27](=[O:29])[CH3:28])=[CH:23][CH:22]=3)=[CH:4][C:3]=2[O:2][CH2:1][CH2:10]1. (8) Given the reactants CCOC(/N=N/C(OCC)=O)=O.C1(P(C2C=CC=CC=2)C2C=CC=CC=2)C=CC=CC=1.[C:32]([O:36][C:37]([N:39]1[CH2:44][CH2:43][CH:42]([CH2:45][OH:46])[CH2:41][CH2:40]1)=[O:38])([CH3:35])([CH3:34])[CH3:33].[CH3:47][O:48][C:49]1[CH:58]=[C:57]2[C:52]([CH:53]=[CH:54][CH:55]=[C:56]2O)=[CH:51][CH:50]=1, predict the reaction product. The product is: [C:32]([O:36][C:37]([N:39]1[CH2:44][CH2:43][CH:42]([CH2:45][O:46][C:56]2[C:57]3[C:52](=[CH:51][CH:50]=[C:49]([O:48][CH3:47])[CH:58]=3)[CH:53]=[CH:54][CH:55]=2)[CH2:41][CH2:40]1)=[O:38])([CH3:35])([CH3:34])[CH3:33]. (9) Given the reactants [NH2:1][C@@H:2]([CH2:5][CH2:6][S:7][C:8]1[CH:13]=[CH:12][C:11]([F:14])=[CH:10][CH:9]=1)[CH2:3][OH:4].[N:15]#[C:16]Br, predict the reaction product. The product is: [F:14][C:11]1[CH:10]=[CH:9][C:8]([S:7][CH2:6][CH2:5][C@H:2]2[CH2:3][O:4][C:16]([NH2:15])=[N:1]2)=[CH:13][CH:12]=1.